From a dataset of Reaction yield outcomes from USPTO patents with 853,638 reactions. Predict the reaction yield, written as a fraction of the theoretical maximum amount of product (1.0 means a 100% yield; for example, 0.34 means a 34% yield). (1) The reactants are Cl[C:2]1[CH:7]=[CH:6][C:5]([C:8]#[N:9])=[CH:4][N:3]=1.[CH3:10][S-:11].[Na+].C1COCC1.C(OCC)(=O)C. The catalyst is O. The product is [C:8]([C:5]1[CH:6]=[CH:7][C:2]([S:11][CH3:10])=[N:3][CH:4]=1)#[N:9]. The yield is 1.00. (2) The reactants are [Br:1][C:2]1[N:7]=[CH:6][C:5]2[C:8](I)=[N:9][N:10]([CH:11]([CH3:13])[CH3:12])[C:4]=2[CH:3]=1.C(=O)([O-])[O-].[K+].[K+].[O:21]1[CH2:25][CH2:24][NH:23][C:22]1=[O:26].N1CCC[C@H]1C(O)=O. The catalyst is CN(C)C=O.O.[Cu]I. The product is [Br:1][C:2]1[N:7]=[CH:6][C:5]2[C:8]([N:23]3[CH2:24][CH2:25][O:21][C:22]3=[O:26])=[N:9][N:10]([CH:11]([CH3:13])[CH3:12])[C:4]=2[CH:3]=1. The yield is 0.340. (3) The reactants are [F:1][C:2]1[CH:7]=[CH:6][C:5]([C:8]2[C:16]3[C:11](=[CH:12][CH:13]=[C:14]([NH2:17])[CH:15]=3)[N:10](OCCOC)[N:9]=2)=[CH:4][CH:3]=1.[F:23][C:24]1[CH:29]=[CH:28][C:27]([N:30]=[C:31]=[O:32])=[CH:26][CH:25]=1. The catalyst is O1CCOCC1. The product is [F:1][C:2]1[CH:3]=[CH:4][C:5]([C:8]2[C:16]3[C:11](=[CH:12][CH:13]=[C:14]([NH:17][C:31]([NH:30][C:27]4[CH:28]=[CH:29][C:24]([F:23])=[CH:25][CH:26]=4)=[O:32])[CH:15]=3)[NH:10][N:9]=2)=[CH:6][CH:7]=1. The yield is 0.190. (4) The reactants are I[C:2]1[C:3]([O:20][CH3:21])=[CH:4][C:5]([CH:17]([CH3:19])[CH3:18])=[C:6]([CH:16]=1)[O:7][C:8]1[C:9]([NH2:15])=[N:10][C:11]([NH2:14])=[N:12][CH:13]=1.C([O-])(=O)C.[K+].[S:27]1[CH:31]=[CH:30][N:29]=[CH:28]1. The catalyst is CN(C)C(=O)C.C1C=CC([P]([Pd]([P](C2C=CC=CC=2)(C2C=CC=CC=2)C2C=CC=CC=2)([P](C2C=CC=CC=2)(C2C=CC=CC=2)C2C=CC=CC=2)[P](C2C=CC=CC=2)(C2C=CC=CC=2)C2C=CC=CC=2)(C2C=CC=CC=2)C2C=CC=CC=2)=CC=1. The product is [CH:17]([C:5]1[CH:4]=[C:3]([O:20][CH3:21])[C:2]([C:31]2[S:27][CH:28]=[N:29][CH:30]=2)=[CH:16][C:6]=1[O:7][C:8]1[C:9]([NH2:15])=[N:10][C:11]([NH2:14])=[N:12][CH:13]=1)([CH3:19])[CH3:18]. The yield is 0.0900.